Dataset: Reaction yield outcomes from USPTO patents with 853,638 reactions. Task: Predict the reaction yield, written as a fraction of the theoretical maximum amount of product (1.0 means a 100% yield; for example, 0.34 means a 34% yield). (1) The catalyst is CN(C)C1C=CN=CC=1.ClC1C=CC=CC=1Cl. The product is [Br:29][C:26]1[CH:25]=[CH:24][C:23]([NH:22][C:20](=[O:21])[C:19]2[CH:30]=[C:31]([Br:33])[CH:32]=[C:17]([Br:16])[C:18]=2[O:34][C:2]2[C:11]3[C:6](=[CH:7][C:8]([O:14][CH3:15])=[C:9]([O:12][CH3:13])[CH:10]=3)[N:5]=[CH:4][CH:3]=2)=[CH:28][CH:27]=1. The yield is 0.0600. The reactants are Cl[C:2]1[C:11]2[C:6](=[CH:7][C:8]([O:14][CH3:15])=[C:9]([O:12][CH3:13])[CH:10]=2)[N:5]=[CH:4][CH:3]=1.[Br:16][C:17]1[CH:32]=[C:31]([Br:33])[CH:30]=[C:19]([C:20]([NH:22][C:23]2[CH:28]=[CH:27][C:26]([Br:29])=[CH:25][CH:24]=2)=[O:21])[C:18]=1[OH:34]. (2) The reactants are CCN(C(C)C)C(C)C.Cl.[S:11]([N:21]1[C:25]2=[N:26][CH:27]=[C:28]([CH2:30][NH2:31])[N:29]=[C:24]2[CH:23]=[CH:22]1)([C:14]1[CH:20]=[CH:19][C:17]([CH3:18])=[CH:16][CH:15]=1)(=[O:13])=[O:12].[C:32]([N:39]1[CH2:44][CH2:43][CH2:42][C@@H:41]([C:45](O)=[O:46])[CH2:40]1)([O:34][C:35]([CH3:38])([CH3:37])[CH3:36])=[O:33].CN(C(ON1N=NC2C=CC=NC1=2)=[N+](C)C)C.F[P-](F)(F)(F)(F)F. The catalyst is C(Cl)Cl.O. The product is [S:11]([N:21]1[C:25]2=[N:26][CH:27]=[C:28]([CH2:30][NH:31][C:45]([C@@H:41]3[CH2:42][CH2:43][CH2:44][N:39]([C:32]([O:34][C:35]([CH3:38])([CH3:37])[CH3:36])=[O:33])[CH2:40]3)=[O:46])[N:29]=[C:24]2[CH:23]=[CH:22]1)([C:14]1[CH:15]=[CH:16][C:17]([CH3:18])=[CH:19][CH:20]=1)(=[O:12])=[O:13]. The yield is 0.940. (3) The product is [NH2:1][C:2]1[CH:3]=[C:4]([C:8]2[NH:9][C:10]([C:13]3[C:14]([NH2:20])=[N:15][CH:16]=[C:17]([N:29]4[CH2:28][CH2:27][N:26]([S:23]([CH2:21][CH3:22])(=[O:24])=[O:25])[CH2:31][CH2:30]4)[N:18]=3)=[N:11][N:12]=2)[CH:5]=[CH:6][CH:7]=1. The reactants are [NH2:1][C:2]1[CH:3]=[C:4]([C:8]2[NH:9][C:10]([C:13]3[C:14]([NH2:20])=[N:15][CH:16]=[C:17](Br)[N:18]=3)=[N:11][N:12]=2)[CH:5]=[CH:6][CH:7]=1.[CH2:21]([S:23]([N:26]1[CH2:31][CH2:30][NH:29][CH2:28][CH2:27]1)(=[O:25])=[O:24])[CH3:22].CCOC(C)=O. The catalyst is O. The yield is 0.0800. (4) The reactants are [Cl:1][C:2]1[CH:21]=[CH:20][C:5]([O:6][C:7]2[CH:19]=[CH:18][C:10]([O:11][CH2:12][C@@H:13]3[CH2:17][CH2:16][CH2:15][NH:14]3)=[CH:9][CH:8]=2)=[CH:4][CH:3]=1.Br[CH2:23][CH2:24][CH2:25][N:26]1[C:30](=[O:31])[C:29]2=[CH:32][CH:33]=[CH:34][CH:35]=[C:28]2[C:27]1=[O:36].C(=O)([O-])[O-].[K+].[K+]. The catalyst is CN(C=O)C. The product is [Cl:1][C:2]1[CH:21]=[CH:20][C:5]([O:6][C:7]2[CH:19]=[CH:18][C:10]([O:11][CH2:12][C@@H:13]3[CH2:17][CH2:16][CH2:15][N:14]3[CH2:23][CH2:24][CH2:25][N:26]3[C:30](=[O:31])[C:29]4[C:28](=[CH:35][CH:34]=[CH:33][CH:32]=4)[C:27]3=[O:36])=[CH:9][CH:8]=2)=[CH:4][CH:3]=1. The yield is 0.610. (5) The catalyst is O1CCCC1.C([O-])(=O)C.[Pd+2].C([O-])(=O)C.[Cu]I. The product is [Cl:1][C:2]1[C:3]([CH:4]=[O:5])=[C:6]([C:18]2[CH:19]=[CH:20][CH:21]=[C:16]([C:12]([CH3:15])([CH3:11])[C:13]#[N:14])[N:17]=2)[CH:7]=[CH:8][N:9]=1. The reactants are [Cl:1][C:2]1[N:9]=[CH:8][CH:7]=[C:6](I)[C:3]=1[CH:4]=[O:5].[CH3:11][C:12]([C:16]1[CH:21]=[CH:20][CH:19]=[C:18](B2OCCN(C3C=CC=CC=3)CCO2)[N:17]=1)([CH3:15])[C:13]#[N:14].C1(C)C=CC=CC=1P(C1C=CC=CC=1C)C1C=CC=CC=1C.C(=O)([O-])[O-].[K+].[K+]. The yield is 0.740. (6) The reactants are [Br:1][C:2]1[CH:3]=[C:4]([NH:11][CH2:12][CH2:13][C:14]([F:17])([F:16])[F:15])[C:5]2[N:6]([CH:8]=[CH:9][N:10]=2)[N:7]=1.[C:18](O[C:18]([O:20][C:21]([CH3:24])([CH3:23])[CH3:22])=[O:19])([O:20][C:21]([CH3:24])([CH3:23])[CH3:22])=[O:19].C(OCC)(=O)C. The catalyst is O1CCCC1.CN(C)C1C=CN=CC=1. The product is [Br:1][C:2]1[CH:3]=[C:4]([N:11]([CH2:12][CH2:13][C:14]([F:15])([F:16])[F:17])[C:18](=[O:19])[O:20][C:21]([CH3:24])([CH3:23])[CH3:22])[C:5]2[N:6]([CH:8]=[CH:9][N:10]=2)[N:7]=1. The yield is 0.820.